The task is: Predict the product of the given reaction.. This data is from Forward reaction prediction with 1.9M reactions from USPTO patents (1976-2016). (1) The product is: [CH3:19][O:18][C:15]1[CH:16]=[CH:17][C:12]([CH2:11][N:8]2[C:9]3[C:5](=[CH:4][CH:3]=[C:2]([C:74]4[O:70][CH:71]=[N:72][CH:73]=4)[CH:10]=3)[C:6]([CH3:22])([CH3:21])[C:7]2=[O:20])=[CH:13][CH:14]=1. Given the reactants Br[C:2]1[CH:10]=[C:9]2[C:5]([C:6]([CH3:22])([CH3:21])[C:7](=[O:20])[N:8]2[CH2:11][C:12]2[CH:17]=[CH:16][C:15]([O:18][CH3:19])=[CH:14][CH:13]=2)=[CH:4][CH:3]=1.C(P(C(C)(C)C)C1C(C)=C(C)C(C)=C(C)C=1C1C(C(C)C)=CC(C(C)C)=CC=1C(C)C)(C)(C)C.C(O)(=O)C(C)(C)C.C(=O)([O-])[O-].[K+].[K+].[O:70]1[CH:74]=[CH:73][N:72]=[CH:71]1, predict the reaction product. (2) The product is: [Cl:1][C:2]1[CH:3]=[CH:4][C:5]([C:8]2[N:9]=[C:10]([N:27]3[CH:31]=[CH:30][N:29]=[C:28]3[CH3:32])[O:11][C:12]=2[CH2:13][CH2:14][CH2:15][O:16][C:17]2[CH:22]=[CH:21][CH:20]=[CH:19][C:18]=2[OH:23])=[CH:6][CH:7]=1. Given the reactants [Cl:1][C:2]1[CH:7]=[CH:6][C:5]([C:8]2[N:9]=[C:10]([N:27]3[CH:31]=[CH:30][N:29]=[C:28]3[CH3:32])[O:11][C:12]=2[CH2:13][CH2:14][CH2:15][O:16][C:17]2[CH:22]=[CH:21][CH:20]=[CH:19][C:18]=2[O:23]C(C)C)=[CH:4][CH:3]=1.C(=O)([O-])O.[Na+], predict the reaction product. (3) The product is: [CH:1]1([C:4]2[CH:5]=[CH:6][C:7]([CH2:10][O:11][C:16]3[CH:17]=[CH:18][C:13]([I:12])=[CH:14][C:15]=3[O:20][CH3:21])=[CH:8][CH:9]=2)[CH2:3][CH2:2]1. Given the reactants [CH:1]1([C:4]2[CH:9]=[CH:8][C:7]([CH2:10][OH:11])=[CH:6][CH:5]=2)[CH2:3][CH2:2]1.[I:12][C:13]1[CH:18]=[CH:17][C:16](O)=[C:15]([O:20][CH3:21])[CH:14]=1.C1(P(C2C=CC=CC=2)C2C=CC=CC=2)C=CC=CC=1.N(C(OC(C)C)=O)=NC(OC(C)C)=O, predict the reaction product. (4) Given the reactants Cl[C:2]1[C:11]2[C:6](=[N:7][C:8]([C:12]3[C:20]([C:21]([F:24])([F:23])[F:22])=[CH:19][C:15]([C:16]([NH2:18])=[O:17])=[CH:14][N:13]=3)=[CH:9][N:10]=2)[N:5]=[CH:4][CH:3]=1.[NH2:25][C:26]1[CH:31]=[N:30][C:29]([C:32]([F:35])([F:34])[F:33])=[CH:28][N:27]=1, predict the reaction product. The product is: [F:22][C:21]([F:24])([F:23])[C:20]1[C:12]([C:8]2[N:7]=[C:6]3[N:5]=[CH:4][CH:3]=[C:2]([NH:25][C:26]4[CH:31]=[N:30][C:29]([C:32]([F:35])([F:33])[F:34])=[CH:28][N:27]=4)[C:11]3=[N:10][CH:9]=2)=[N:13][CH:14]=[C:15]([CH:19]=1)[C:16]([NH2:18])=[O:17]. (5) Given the reactants [C:1]([C:3](=[C:7]([S:10][CH3:11])SC)[C:4]([NH2:6])=[O:5])#[N:2].[CH3:12][CH:13]([N:15]1[CH2:20][CH2:19][N:18]([C:21]2[CH:27]=[CH:26][C:24]([NH2:25])=[CH:23][CH:22]=2)[CH2:17][CH2:16]1)[CH3:14], predict the reaction product. The product is: [C:1]([C:3](=[C:7]([NH:25][C:24]1[CH:23]=[CH:22][C:21]([N:18]2[CH2:17][CH2:16][N:15]([CH:13]([CH3:14])[CH3:12])[CH2:20][CH2:19]2)=[CH:27][CH:26]=1)[S:10][CH3:11])[C:4]([NH2:6])=[O:5])#[N:2]. (6) Given the reactants [N:1]1[C:5]2[CH:6]=[CH:7][CH:8]=[CH:9][C:4]=2[NH:3][CH:2]=1.[CH:10]#[C:11][CH3:12].ON1[C:18]2[CH:19]=[CH:20][CH:21]=[CH:22][C:17]=2N=N1.[OH2:23], predict the reaction product. The product is: [NH:1]1[C:5]2[CH:6]=[CH:7][C:8]([C:2]([N:1]3[CH2:5][CH2:4][CH2:9][C@@H:10]4[C:19]5[CH:18]=[C:17]([C:6]#[C:7][CH3:8])[CH:22]=[CH:21][C:20]=5[CH2:12][C@H:11]34)=[O:23])=[CH:9][C:4]=2[N:3]=[CH:2]1.